Task: Regression/Classification. Given a drug SMILES string, predict its absorption, distribution, metabolism, or excretion properties. Task type varies by dataset: regression for continuous measurements (e.g., permeability, clearance, half-life) or binary classification for categorical outcomes (e.g., BBB penetration, CYP inhibition). Dataset: cyp2d6_veith.. Dataset: CYP2D6 inhibition data for predicting drug metabolism from PubChem BioAssay (1) The molecule is C=C(C)[C@@H]1[C@@H]2C(=O)O[C@H]1[C@H]1OC(=O)[C@@]34O[C@@H]3C[C@]2(O)[C@]14C. The result is 0 (non-inhibitor). (2) The compound is C=C/C(C)=C/[C@]1(C)SC(=O)C(C)=C1O. The result is 0 (non-inhibitor).